From a dataset of Full USPTO retrosynthesis dataset with 1.9M reactions from patents (1976-2016). Predict the reactants needed to synthesize the given product. (1) Given the product [CH3:36][N:4]([C:5]1[CH:6]=[CH:7][C:8]([C:11]2[N:20]=[C:19]([NH:21][CH2:22][C@H:23]3[O:28][CH2:27][CH2:26][NH:25][CH2:24]3)[C:18]3[C:13](=[N:14][CH:15]=[CH:16][N:17]=3)[CH:12]=2)=[CH:9][CH:10]=1)[CH2:3][CH2:2][OH:1], predict the reactants needed to synthesize it. The reactants are: [OH:1][CH2:2][CH2:3][N:4]([CH3:36])[C:5]1[CH:10]=[CH:9][C:8]([C:11]2[N:20]=[C:19]([NH:21][CH2:22][C@H:23]3[O:28][CH2:27][CH2:26][N:25](C(OC(C)(C)C)=O)[CH2:24]3)[C:18]3[C:13](=[N:14][CH:15]=[CH:16][N:17]=3)[CH:12]=2)=[CH:7][CH:6]=1.Cl. (2) Given the product [CH2:1]([C:5]1[CH:6]=[CH:7][C:8]([C:11]#[C:12][C:13]2[CH:38]=[CH:37][C:16]([CH2:17][N:18]([CH2:26][C:27]3[CH:36]=[CH:35][C:30]([C:31]([OH:33])=[O:32])=[CH:29][CH:28]=3)[C:19](=[O:25])[CH2:20][CH2:21][CH2:22][CH2:23][CH3:24])=[CH:15][CH:14]=2)=[CH:9][CH:10]=1)[CH2:2][CH2:3][CH3:4], predict the reactants needed to synthesize it. The reactants are: [CH2:1]([C:5]1[CH:10]=[CH:9][C:8]([C:11]#[C:12][C:13]2[CH:38]=[CH:37][C:16]([CH2:17][N:18]([CH2:26][C:27]3[CH:36]=[CH:35][C:30]([C:31]([O:33]C)=[O:32])=[CH:29][CH:28]=3)[C:19](=[O:25])[CH2:20][CH2:21][CH2:22][CH2:23][CH3:24])=[CH:15][CH:14]=2)=[CH:7][CH:6]=1)[CH2:2][CH2:3][CH3:4].[OH-].[Na+]. (3) Given the product [OH:2][CH2:3][C:5]1[CH:6]=[N:7][N:8]([C:10]([C:17]2[CH:22]=[CH:21][CH:20]=[CH:19][CH:18]=2)([C:11]2[CH:12]=[CH:13][CH:14]=[CH:15][CH:16]=2)[C:23]2[CH:28]=[CH:27][CH:26]=[CH:25][CH:24]=2)[CH:9]=1, predict the reactants needed to synthesize it. The reactants are: C[O:2][C:3]([C:5]1[CH:6]=[N:7][N:8]([C:10]([C:23]2[CH:28]=[CH:27][CH:26]=[CH:25][CH:24]=2)([C:17]2[CH:22]=[CH:21][CH:20]=[CH:19][CH:18]=2)[C:11]2[CH:16]=[CH:15][CH:14]=[CH:13][CH:12]=2)[CH:9]=1)=O.[H-].[Al+3].[Li+].[H-].[H-].[H-]. (4) Given the product [CH2:9]([N:8]([CH2:11][CH3:12])[C:6](=[O:7])[C:5]1[CH:13]=[CH:14][C:2]([CH2:22][CH3:23])=[CH:3][C:4]=1[F:15])[CH3:10], predict the reactants needed to synthesize it. The reactants are: Br[C:2]1[CH:14]=[CH:13][C:5]([C:6]([N:8]([CH2:11][CH3:12])[CH2:9][CH3:10])=[O:7])=[C:4]([F:15])[CH:3]=1.C(=O)([O-])[O-].[K+].[K+].[CH2:22]([Zn]CC)[CH3:23].ClCCl. (5) Given the product [OH:16][C:13]1[CH:14]=[CH:15][C:10]([CH:4]([CH2:5][C:6]([OH:8])=[O:7])[C:3]([OH:18])=[O:2])=[CH:11][CH:12]=1, predict the reactants needed to synthesize it. The reactants are: C[O:2][C:3](=[O:18])[CH:4]([C:10]1[CH:15]=[CH:14][C:13]([O:16]C)=[CH:12][CH:11]=1)[CH2:5][C:6]([O:8]C)=[O:7]. (6) Given the product [Br:1][C:11]1[C:12](=[O:16])[NH:13][C:14]2[C:9]([CH:10]=1)=[CH:8][CH:7]=[C:6]([N+:3]([O-:5])=[O:4])[CH:15]=2, predict the reactants needed to synthesize it. The reactants are: [Br:1]Br.[N+:3]([C:6]1[CH:15]=[C:14]2[C:9]([CH:10]=[C:11](C(O)=O)[C:12](=[O:16])[NH:13]2)=[CH:8][CH:7]=1)([O-:5])=[O:4].Cl. (7) Given the product [N+:18]([C:9]1[CH:8]=[CH:7][C:6]([C:12]2[CH:13]=[N:14][CH:15]=[CH:16][CH:17]=2)=[CH:11][CH:10]=1)([O-:20])=[O:19], predict the reactants needed to synthesize it. The reactants are: S(=O)(=O)(O)O.[C:6]1([C:12]2[CH:13]=[N:14][CH:15]=[CH:16][CH:17]=2)[CH:11]=[CH:10][CH:9]=[CH:8][CH:7]=1.[N+:18]([O-])([OH:20])=[O:19].[OH-].[Na+].